From a dataset of Full USPTO retrosynthesis dataset with 1.9M reactions from patents (1976-2016). Predict the reactants needed to synthesize the given product. (1) Given the product [Cl:35][C:36]1[N:40]([CH:41]2[CH2:42][CH2:43][O:44][CH2:45][CH2:46]2)[N:39]=[CH:38][C:37]=1[NH:47][C:2]1[N:3]=[C:4]([O:29][CH:30]2[CH2:31][CH2:32][CH2:33][CH2:34]2)[C:5]2[C:10]([C:11]3[CH:20]=[CH:19][C:14]4[N:15]=[C:16]([CH3:18])[O:17][C:13]=4[CH:12]=3)=[CH:9][N:8]([CH2:21][O:22][CH2:23][CH2:24][Si:25]([CH3:28])([CH3:26])[CH3:27])[C:6]=2[N:7]=1, predict the reactants needed to synthesize it. The reactants are: Cl[C:2]1[N:3]=[C:4]([O:29][CH:30]2[CH2:34][CH2:33][CH2:32][CH2:31]2)[C:5]2[C:10]([C:11]3[CH:20]=[CH:19][C:14]4[N:15]=[C:16]([CH3:18])[O:17][C:13]=4[CH:12]=3)=[CH:9][N:8]([CH2:21][O:22][CH2:23][CH2:24][Si:25]([CH3:28])([CH3:27])[CH3:26])[C:6]=2[N:7]=1.[Cl:35][C:36]1[N:40]([CH:41]2[CH2:46][CH2:45][O:44][CH2:43][CH2:42]2)[N:39]=[CH:38][C:37]=1[NH2:47].C(=O)([O-])[O-].[Cs+].[Cs+]. (2) Given the product [CH3:39][N:36]1[CH2:37][CH2:38][N:33]([C:30]2[CH:31]=[CH:32][C:27]([NH:26][C:20]3[C:21]4[N:22]([CH:23]=[CH:24][N:25]=4)[C:17]([C:3]4[CH:4]=[N:5][NH:6][C:2]=4[CH3:1])=[CH:18][N:19]=3)=[CH:28][CH:29]=2)[CH2:34][CH2:35]1, predict the reactants needed to synthesize it. The reactants are: [CH3:1][C:2]1[NH:6][N:5]=[CH:4][C:3]=1B1OC(C)(C)C(C)(C)O1.Br[C:17]1[N:22]2[CH:23]=[CH:24][N:25]=[C:21]2[C:20]([NH:26][C:27]2[CH:32]=[CH:31][C:30]([N:33]3[CH2:38][CH2:37][N:36]([CH3:39])[CH2:35][CH2:34]3)=[CH:29][CH:28]=2)=[N:19][CH:18]=1. (3) The reactants are: [Si:1]([O:8][C@H:9]([C:24]1[CH:33]=[CH:32][C:31]([OH:34])=[C:30]2[C:25]=1[CH:26]=[CH:27][C:28](=[O:35])[NH:29]2)[CH2:10][NH:11][C:12]([CH3:23])([CH3:22])[CH2:13][C:14]1[CH:15]=[C:16]([CH:19]=[CH:20][CH:21]=1)[CH:17]=O)([C:4]([CH3:7])([CH3:6])[CH3:5])([CH3:3])[CH3:2].[CH:36]([C:39]1[S:43][CH:42]=[C:41]([C:44]([N:46]2[CH2:51][C:50]3([CH2:56][CH2:55][NH:54][CH2:53][CH2:52]3)[O:49][CH2:48][CH2:47]2)=[O:45])[CH:40]=1)([CH3:38])[CH3:37]. Given the product [Si:1]([O:8][C@H:9]([C:24]1[CH:33]=[CH:32][C:31]([OH:34])=[C:30]2[C:25]=1[CH:26]=[CH:27][C:28](=[O:35])[NH:29]2)[CH2:10][NH:11][C:12]([CH3:23])([CH3:22])[CH2:13][C:14]1[CH:21]=[CH:20][CH:19]=[C:16]([CH2:17][N:54]2[CH2:53][CH2:52][C:50]3([O:49][CH2:48][CH2:47][N:46]([C:44]([C:41]4[CH:40]=[C:39]([CH:36]([CH3:38])[CH3:37])[S:43][CH:42]=4)=[O:45])[CH2:51]3)[CH2:56][CH2:55]2)[CH:15]=1)([C:4]([CH3:5])([CH3:6])[CH3:7])([CH3:3])[CH3:2], predict the reactants needed to synthesize it. (4) Given the product [Br:1][C:2]1[CH:30]=[CH:29][C:28]([F:31])=[CH:27][C:3]=1[O:4][CH:5]1[CH2:6][CH2:7][N:8]([C:11]2[S:12][C:13]3[C:18]([O:35][CH2:34][CH2:33][CH2:32][OH:36])=[N:17][C:16]([CH2:20][CH2:21][C:22]([OH:24])=[O:23])=[N:15][C:14]=3[N:26]=2)[CH2:9][CH2:10]1, predict the reactants needed to synthesize it. The reactants are: [Br:1][C:2]1[CH:30]=[CH:29][C:28]([F:31])=[CH:27][C:3]=1[O:4][CH:5]1[CH2:10][CH2:9][N:8]([C:11]2[S:12][C:13]3[C:18](Cl)=[N:17][C:16]([CH2:20][CH2:21][C:22]([O:24]C)=[O:23])=[N:15][C:14]=3[N:26]=2)[CH2:7][CH2:6]1.[CH2:32]([OH:36])[CH2:33][CH2:34][OH:35].[OH-].[Na+].OP([O-])(O)=O.[K+]. (5) The reactants are: [NH2:1][N:2]([CH:10]([CH3:12])[CH3:11])C(=O)OC(C)(C)C.O/[CH:14]=[C:15]1\[C:16](=O)[C:17]2[C:22]([O:23][C:24]3\1[CH2:29][CH2:28][N:27]([C:30]([O:32][CH2:33][C:34]1[CH:39]=[CH:38][CH:37]=[CH:36][CH:35]=1)=[O:31])[CH2:26][CH2:25]3)=[CH:21][CH:20]=[CH:19][CH:18]=2.C(O)(C(F)(F)F)=O. Given the product [CH:10]([N:2]1[C:16]2[C:17]3[CH:18]=[CH:19][CH:20]=[CH:21][C:22]=3[O:23][C:24]3([CH2:29][CH2:28][N:27]([C:30]([O:32][CH2:33][C:34]4[CH:39]=[CH:38][CH:37]=[CH:36][CH:35]=4)=[O:31])[CH2:26][CH2:25]3)[C:15]=2[CH:14]=[N:1]1)([CH3:12])[CH3:11], predict the reactants needed to synthesize it. (6) The reactants are: Cl[C:2]1[N:7]=[C:6]([NH:8][C@@H:9]2[CH2:14][CH2:13][CH2:12][N:11]([C:15](=[O:18])[CH:16]=[CH2:17])[CH2:10]2)[C:5]([F:19])=[CH:4][N:3]=1.C([O-])([O-])=O.[Cs+].[Cs+].[CH:26]1([N:29]2[CH2:35][CH2:34][C:33]3[CH:36]=[C:37]([NH2:40])[CH:38]=[CH:39][C:32]=3[CH2:31][CH2:30]2)[CH2:28][CH2:27]1.CN(C1C(C2C(P(C3CCCCC3)C3CCCCC3)=CC=CC=2)=CC=CC=1)C. Given the product [CH:26]1([N:29]2[CH2:35][CH2:34][C:33]3[CH:36]=[C:37]([NH:40][C:2]4[N:7]=[C:6]([NH:8][C@@H:9]5[CH2:14][CH2:13][CH2:12][N:11]([C:15](=[O:18])[CH:16]=[CH2:17])[CH2:10]5)[C:5]([F:19])=[CH:4][N:3]=4)[CH:38]=[CH:39][C:32]=3[CH2:31][CH2:30]2)[CH2:27][CH2:28]1, predict the reactants needed to synthesize it.